This data is from NCI-60 drug combinations with 297,098 pairs across 59 cell lines. The task is: Regression. Given two drug SMILES strings and cell line genomic features, predict the synergy score measuring deviation from expected non-interaction effect. (1) Drug 1: COC1=C(C=C2C(=C1)N=CN=C2NC3=CC(=C(C=C3)F)Cl)OCCCN4CCOCC4. Drug 2: CN(C(=O)NC(C=O)C(C(C(CO)O)O)O)N=O. Cell line: NCI-H322M. Synergy scores: CSS=44.0, Synergy_ZIP=1.56, Synergy_Bliss=1.35, Synergy_Loewe=-17.6, Synergy_HSA=1.62. (2) Drug 1: COC1=C(C=C2C(=C1)N=CN=C2NC3=CC(=C(C=C3)F)Cl)OCCCN4CCOCC4. Drug 2: C1=CC(=CC=C1CCCC(=O)O)N(CCCl)CCCl. Cell line: PC-3. Synergy scores: CSS=40.1, Synergy_ZIP=7.17, Synergy_Bliss=7.24, Synergy_Loewe=11.3, Synergy_HSA=12.4. (3) Drug 1: CN(C)N=NC1=C(NC=N1)C(=O)N. Drug 2: CN(C(=O)NC(C=O)C(C(C(CO)O)O)O)N=O. Cell line: COLO 205. Synergy scores: CSS=-8.38, Synergy_ZIP=-2.56, Synergy_Bliss=-11.2, Synergy_Loewe=-9.53, Synergy_HSA=-10.4. (4) Drug 1: CCCS(=O)(=O)NC1=C(C(=C(C=C1)F)C(=O)C2=CNC3=C2C=C(C=N3)C4=CC=C(C=C4)Cl)F. Drug 2: CN1C(=O)N2C=NC(=C2N=N1)C(=O)N. Cell line: UACC62. Synergy scores: CSS=40.0, Synergy_ZIP=3.87, Synergy_Bliss=2.18, Synergy_Loewe=-27.4, Synergy_HSA=0.772.